From a dataset of Forward reaction prediction with 1.9M reactions from USPTO patents (1976-2016). Predict the product of the given reaction. (1) Given the reactants [CH3:1][O:2][C:3]1[CH:12]=[CH:11][C:10]([N+:13]([O-:15])=[O:14])=[C:9]2[C:4]=1[CH2:5][CH2:6][CH:7]([C:16]([O:18]C)=[O:17])[CH2:8]2, predict the reaction product. The product is: [CH3:1][O:2][C:3]1[CH:12]=[CH:11][C:10]([N+:13]([O-:15])=[O:14])=[C:9]2[C:4]=1[CH2:5][CH2:6][CH:7]([C:16]([OH:18])=[O:17])[CH2:8]2. (2) Given the reactants Br[C:2]1[CH:16]=[C:15]([F:17])[C:5]([O:6][C:7]([CH3:14])([CH3:13])[C:8]([O:10][CH2:11][CH3:12])=[O:9])=[C:4]([F:18])[CH:3]=1.[C:19](=O)([O-])[O-].[Na+].[Na+], predict the reaction product. The product is: [F:17][C:15]1[CH:16]=[C:2]([CH3:19])[CH:3]=[C:4]([F:18])[C:5]=1[O:6][C:7]([CH3:14])([CH3:13])[C:8]([O:10][CH2:11][CH3:12])=[O:9]. (3) Given the reactants Br[CH2:2][C:3]1[CH:8]=[CH:7][CH:6]=[CH:5][C:4]=1[N+:9]([O-:11])=[O:10].[CH3:12][O-:13].[Na+], predict the reaction product. The product is: [CH3:12][O:13][CH2:2][C:3]1[CH:8]=[CH:7][CH:6]=[CH:5][C:4]=1[N+:9]([O-:11])=[O:10]. (4) Given the reactants [Cl:1][C:2]1[C:7]([C:8]([OH:10])=[O:9])=[CH:6][N:5]=[CH:4][CH:3]=1.[OH-].[Na+].I[CH2:14][CH3:15], predict the reaction product. The product is: [Cl:1][C:2]1[C:7]([C:8]([O:10][CH2:14][CH3:15])=[O:9])=[CH:6][N:5]=[CH:4][CH:3]=1. (5) Given the reactants [CH:1]1([C:7]2[N:12]=[C:11]([C:13]([OH:15])=O)[CH:10]=[CH:9][CH:8]=2)[CH2:6][CH2:5][CH2:4][CH2:3][CH2:2]1.[NH2:16][CH:17]1[CH2:22][CH2:21][CH2:20][CH2:19][CH:18]1[OH:23], predict the reaction product. The product is: [OH:23][CH:18]1[CH2:19][CH2:20][CH2:21][CH2:22][CH:17]1[NH:16][C:13]([C:11]1[CH:10]=[CH:9][CH:8]=[C:7]([CH:1]2[CH2:2][CH2:3][CH2:4][CH2:5][CH2:6]2)[N:12]=1)=[O:15]. (6) Given the reactants Cl.Cl.[N:3]1([CH2:9][CH2:10][C:11]#[C:12][C:13]2[CH:22]=[C:21]3[C:16]([CH:17]([C:23]4[CH:24]=[N:25][CH:26]=[CH:27][CH:28]=4)[CH2:18][NH:19][CH2:20]3)=[CH:15][CH:14]=2)[CH2:8][CH2:7][CH2:6][CH2:5][CH2:4]1, predict the reaction product. The product is: [N:3]1([CH2:9][CH2:10][CH2:11][CH2:12][C:13]2[CH:22]=[C:21]3[C:16]([CH:17]([C:23]4[CH:24]=[N:25][CH:26]=[CH:27][CH:28]=4)[CH2:18][NH:19][CH2:20]3)=[CH:15][CH:14]=2)[CH2:8][CH2:7][CH2:6][CH2:5][CH2:4]1.